Dataset: Experimentally validated miRNA-target interactions with 360,000+ pairs, plus equal number of negative samples. Task: Binary Classification. Given a miRNA mature sequence and a target amino acid sequence, predict their likelihood of interaction. (1) The miRNA is mmu-miR-338-3p with sequence UCCAGCAUCAGUGAUUUUGUUG. The protein sequence of the target gene is MQRDCIMDYKESCPSVSIPSSDEHREKKKRFTVYKVLVSVGRSEWFVFRRYAEFDKLYNSLKKQFPAMALKIPAKRIFGDNFDPDFIKQRRAGLNEFIQNLVRYPELYNHPDVRAFLQMDSPRHQSDPSEDEDERSTSKPHSTSRNINLGPTGNPHAKPTDFDFLKVIGKGSFGKVLLAKRKLDGKFYAVKVLQKKIVLNRKEQKHIMAERNVLLKNVKHPFLVGLHYSFQTTEKLYFVLDFVNGGELFFHLQRERSFPEPRARFYAAEIASALGYLHSIKIVYRDLKPENILLDSMGHV.... Result: 1 (interaction). (2) Result: 0 (no interaction). The protein sequence of the target gene is MEDDGYNYYGADNQSECDYADWKPSGALIPAIYMLVFLLGTTGNGLVLWTVFRTSREKRRSADIFIASLAVADLTFVVTLPLWATYTYREFDWPFGTFSCKLSSYLIFVNMYASVFCLTGLSFDRYLAIVRPVANARLRLRVSGAVATAVLWVLAALLAVPVMVFRSTDASENGTKIQCYMDYSMVATSNSEWAWEVGLGVSSTAVGFVVPFTIMLTCYFFIAQTIAGHFRKERIEGLRKRRRLLSIIVVLVVTFALCWMPYHLVKTLYMLGSLLHWPCDFDIFLMNVFPYCTCISYVNS.... The miRNA is mmu-miR-871-3p with sequence UGACUGGCACCAUUCUGGAUAAU. (3) The miRNA is hsa-miR-224-3p with sequence AAAAUGGUGCCCUAGUGACUACA. The protein sequence of the target gene is MGQCGITSSKTVLVFLNLIFWGAAGILCYVGAYVFITYDDYDHFFEDVYTLFPAVVIIAVGALLFIIGLIGCCATIRESRCGLATFVFILLLVFVTEVVVVVLGYVYRAKVENEVDRSIQKVYKTYNGTNSDAASRAIDYVQRQLHCCGIHNYSDWENTDWFKETKNQSVPLSCCRETAKSCNGSLANPSDLYAEGCEALVVKKLQEILMHVIWAALAFAAIQLLGMLCACIVLCRRSRDPAYELLITGGTYA. Result: 0 (no interaction). (4) The miRNA is hsa-miR-99a-5p with sequence AACCCGUAGAUCCGAUCUUGUG. The protein sequence of the target gene is MQSWSRVYCSLAKRGHFNRISHGLQGLSAVPLRTYADQPIDADVTVIGSGPGGYVAAIKAAQLGFKTVCIEKNETLGGTCLNVGCIPSKALLNNSHYYHMAHGKDFASRGIEMSEVRLNLDKMMEQKSTAVKALTGGIAHLFKQNKVVHVNGYGKITGKNQVTATKADGGTQVIDTKNILIATGSEVTPFPGITIDEDTIVSSTGALSLKKVPEKMVVIGAGVIGVELGSVWQRLGADVTAVEFLGHVGGVGIDMEISKNFQRILQKQGFKFKLNTKVTGATKKSDGKIDVSIEAASGGK.... Result: 1 (interaction).